From a dataset of Peptide-MHC class I binding affinity with 185,985 pairs from IEDB/IMGT. Regression. Given a peptide amino acid sequence and an MHC pseudo amino acid sequence, predict their binding affinity value. This is MHC class I binding data. (1) The peptide sequence is YLNLYPVAR. The MHC is Patr-A0401 with pseudo-sequence Patr-A0401. The binding affinity (normalized) is 0.475. (2) The peptide sequence is AYIDNYNKF. The MHC is HLA-A26:01 with pseudo-sequence HLA-A26:01. The binding affinity (normalized) is 0. (3) The peptide sequence is FAAFYFVFI. The MHC is HLA-C07:01 with pseudo-sequence HLA-C07:01. The binding affinity (normalized) is 0.0847. (4) The peptide sequence is KLNWASQIY. The MHC is HLA-B40:01 with pseudo-sequence HLA-B40:01. The binding affinity (normalized) is 0. (5) The peptide sequence is SVFEGIRAY. The MHC is HLA-A29:02 with pseudo-sequence HLA-A29:02. The binding affinity (normalized) is 0.898. (6) The peptide sequence is ESRPFDLIK. The MHC is HLA-A68:01 with pseudo-sequence HLA-A68:01. The binding affinity (normalized) is 0.714. (7) The peptide sequence is NQFGTMPSL. The MHC is HLA-A03:01 with pseudo-sequence HLA-A03:01. The binding affinity (normalized) is 0.0847.